The task is: Predict the reactants needed to synthesize the given product.. This data is from Full USPTO retrosynthesis dataset with 1.9M reactions from patents (1976-2016). (1) Given the product [OH:1][C:2]([CH3:35])([CH3:36])[CH2:3][C@@:4]1([C:29]2[CH:34]=[CH:33][CH:32]=[CH:31][CH:30]=2)[O:9][C:8](=[O:10])[N:7]([C@H:11]([C:14]2[CH:15]=[CH:16][C:17]([C:38]3[CH:43]=[C:42]([CH3:44])[N+:41]([O-:45])=[C:40]([CH3:46])[CH:39]=3)=[CH:18][CH:19]=2)[CH2:12][CH3:13])[CH2:6][CH2:5]1, predict the reactants needed to synthesize it. The reactants are: [OH:1][C:2]([CH3:36])([CH3:35])[CH2:3][C@@:4]1([C:29]2[CH:34]=[CH:33][CH:32]=[CH:31][CH:30]=2)[O:9][C:8](=[O:10])[N:7]([C@H:11]([C:14]2[CH:19]=[CH:18][C:17](B3OC(C)(C)C(C)(C)O3)=[CH:16][CH:15]=2)[CH2:12][CH3:13])[CH2:6][CH2:5]1.Br[C:38]1[CH:43]=[C:42]([CH3:44])[N+:41]([O-:45])=[C:40]([CH3:46])[CH:39]=1. (2) Given the product [CH:1]1([N:6]2[C:14]3[CH:13]=[CH:12][NH:11][C:10](=[O:15])[C:9]=3[C:8]([NH:17][C:18]3[CH:23]=[CH:22][C:21]([S:24]([NH2:27])(=[O:25])=[O:26])=[CH:20][CH:19]=3)=[N:7]2)[CH2:2][CH2:3][CH2:4][CH2:5]1, predict the reactants needed to synthesize it. The reactants are: [CH:1]1([N:6]2[C:14]3[CH:13]=[CH:12][N:11]=[C:10]([O:15]C)[C:9]=3[C:8]([NH:17][C:18]3[CH:23]=[CH:22][C:21]([S:24]([NH2:27])(=[O:26])=[O:25])=[CH:20][CH:19]=3)=[N:7]2)[CH2:5][CH2:4][CH2:3][CH2:2]1.[I-].[Na+].Cl[Si](C)(C)C. (3) Given the product [O:1]=[C:2]1[CH:7]=[CH:6][C:5]([C:8]2[C:9]([C:25]3[CH:30]=[CH:29][CH:28]=[CH:27][CH:26]=3)=[N:10][N:11]3[CH:16]=[CH:15][C:14]([C:70]([O:76][CH3:75])=[O:71])=[CH:13][C:12]=23)=[N:4][N:3]1[CH:31]([CH3:33])[CH3:32], predict the reactants needed to synthesize it. The reactants are: [O:1]=[C:2]1[CH:7]=[CH:6][C:5]([C:8]2[C:9]([C:25]3[CH:30]=[CH:29][CH:28]=[CH:27][CH:26]=3)=[N:10][N:11]3[CH:16]=[CH:15][C:14](OS(C(F)(F)F)(=O)=O)=[CH:13][C:12]=23)=[N:4][N:3]1[CH:31]([CH3:33])[CH3:32].C1(P(C2C=CC=CC=2)CCCP(C2C=CC=CC=2)C2C=CC=CC=2)C=CC=CC=1.C(N(CC)CC)C.[CH3:70][OH:71].CN([CH:75]=[O:76])C. (4) Given the product [CH:14]([N:12]([CH3:13])[C@@H:9]1[CH2:10][CH2:11][C@H:6]([NH:5][C:3](=[O:4])[CH2:2][NH:1][C:21]2[C:30]3[C:25](=[CH:26][CH:27]=[C:28]([C:31]([F:33])([F:34])[F:32])[CH:29]=3)[N:24]=[CH:23][N:22]=2)[C@H:7]([CH2:17][O:18][CH3:19])[CH2:8]1)([CH3:16])[CH3:15], predict the reactants needed to synthesize it. The reactants are: [NH2:1][CH2:2][C:3]([NH:5][C@H:6]1[CH2:11][CH2:10][C@@H:9]([N:12]([CH:14]([CH3:16])[CH3:15])[CH3:13])[CH2:8][C@H:7]1[CH2:17][O:18][CH3:19])=[O:4].Cl[C:21]1[C:30]2[C:25](=[CH:26][CH:27]=[C:28]([C:31]([F:34])([F:33])[F:32])[CH:29]=2)[N:24]=[CH:23][N:22]=1.C(N(CC)CC)C. (5) Given the product [CH3:22][O:23][C:24](=[O:40])[C:25]1[CH:30]=[CH:29][CH:28]=[C:27]([C:2]2[N:3]=[C:4]([NH:11][C:12]3[CH:17]=[CH:16][C:15]([O:18][CH3:19])=[C:14]([O:20][CH3:21])[CH:13]=3)[C:5]3[N:10]=[CH:9][S:8][C:6]=3[N:7]=2)[CH:26]=1, predict the reactants needed to synthesize it. The reactants are: Cl[C:2]1[N:3]=[C:4]([NH:11][C:12]2[CH:17]=[CH:16][C:15]([O:18][CH3:19])=[C:14]([O:20][CH3:21])[CH:13]=2)[C:5]2[N:10]=[CH:9][S:8][C:6]=2[N:7]=1.[CH3:22][O:23][C:24](=[O:40])[C:25]1[CH:30]=[CH:29][CH:28]=[C:27](B2OC(C)(C)C(C)(C)O2)[CH:26]=1.C([O-])([O-])=O.[Na+].[Na+].O. (6) The reactants are: C(Cl)(=O)C([Cl:4])=O.CN([CH:10]=[O:11])C.[CH:12]([NH:15][CH:16]([CH3:18])[CH3:17])([CH3:14])[CH3:13].CCN([CH:25]([CH3:27])[CH3:26])C(C)C.[O:28]1[CH2:32][CH2:31][CH2:30][CH2:29]1. Given the product [Cl:4][C:32]1[CH:31]=[C:30]([CH:27]=[C:25]([O:11][CH3:10])[CH:26]=1)[C:29]([N:15]([CH:16]([CH3:18])[CH3:17])[CH:12]([CH3:14])[CH3:13])=[O:28], predict the reactants needed to synthesize it.